From a dataset of Catalyst prediction with 721,799 reactions and 888 catalyst types from USPTO. Predict which catalyst facilitates the given reaction. Reactant: [O:1]=[C:2]1[C:7]([CH2:8][C:9]2[CH:14]=[CH:13][C:12]([C:15]3[C:16]([C:21]#[N:22])=[CH:17][CH:18]=[CH:19][CH:20]=3)=[CH:11][CH:10]=2)=[C:6]([CH2:23][CH2:24][CH3:25])[N:5]2[N:26]=[CH:27][N:28]=[C:4]2[NH:3]1.Br[CH2:30][C:31](=[O:36])[C:32]([CH3:35])([CH3:34])[CH3:33].C(=O)([O-])[O-].[K+].[K+].CN(C)C=O. Product: [CH3:33][C:32]([CH3:35])([CH3:34])[C:31](=[O:36])[CH2:30][N:3]1[C:2](=[O:1])[C:7]([CH2:8][C:9]2[CH:10]=[CH:11][C:12]([C:15]3[C:16]([C:21]#[N:22])=[CH:17][CH:18]=[CH:19][CH:20]=3)=[CH:13][CH:14]=2)=[C:6]([CH2:23][CH2:24][CH3:25])[N:5]2[N:26]=[CH:27][N:28]=[C:4]12. The catalyst class is: 13.